This data is from Forward reaction prediction with 1.9M reactions from USPTO patents (1976-2016). The task is: Predict the product of the given reaction. (1) Given the reactants [NH2:1][C:2]1[N:7]=[CH:6][C:5]2[C:8]([C:11]3[CH:12]=[N:13][N:14]([CH:16]4[CH2:21][CH2:20][N:19](C(OC(C)(C)C)=O)[CH2:18][CH2:17]4)[CH:15]=3)=[CH:9][O:10][C:4]=2[C:3]=1[O:29][CH:30]([C:32]1[C:37]([Cl:38])=[C:36]([F:39])[CH:35]=[C:34]([F:40])[C:33]=1[Cl:41])[CH3:31].Cl, predict the reaction product. The product is: [Cl:41][C:33]1[C:34]([F:40])=[CH:35][C:36]([F:39])=[C:37]([Cl:38])[C:32]=1[CH:30]([O:29][C:3]1[C:4]2[O:10][CH:9]=[C:8]([C:11]3[CH:12]=[N:13][N:14]([CH:16]4[CH2:17][CH2:18][NH:19][CH2:20][CH2:21]4)[CH:15]=3)[C:5]=2[CH:6]=[N:7][C:2]=1[NH2:1])[CH3:31]. (2) Given the reactants [C:1]([CH2:4][CH2:5][C:6]1[C:18]([CH2:19][CH2:20][CH2:21][CH2:22][CH2:23][C:24]#[C:25][C:26]2[CH:27]=[C:28]([C:41]3[CH:46]=[CH:45][CH:44]=[CH:43][CH:42]=3)[CH:29]=[C:30]([C:32]([N:34]3[CH2:39][CH2:38][N:37]([CH3:40])[CH2:36][CH2:35]3)=[O:33])[CH:31]=2)=[CH:17][CH:16]=[CH:15][C:7]=1[O:8][CH2:9][CH2:10][CH2:11][C:12]([OH:14])=[O:13])([OH:3])=[O:2], predict the reaction product. The product is: [C:1]([CH2:4][CH2:5][C:6]1[C:18]([CH2:19][CH2:20][CH2:21][CH2:22][CH2:23][CH2:24][CH2:25][C:26]2[CH:27]=[C:28]([C:41]3[CH:42]=[CH:43][CH:44]=[CH:45][CH:46]=3)[CH:29]=[C:30]([C:32]([N:34]3[CH2:39][CH2:38][N:37]([CH3:40])[CH2:36][CH2:35]3)=[O:33])[CH:31]=2)=[CH:17][CH:16]=[CH:15][C:7]=1[O:8][CH2:9][CH2:10][CH2:11][C:12]([OH:14])=[O:13])([OH:3])=[O:2]. (3) Given the reactants [Cl:1][C:2]1[CH:24]=[CH:23][C:5]([CH2:6][NH:7][C:8]([C:10]2[CH:19]=[CH:18][C:13]([C:14]([O:16]C)=O)=[C:12]([N:20]=[C:21]=[S:22])[CH:11]=2)=[O:9])=[CH:4][CH:3]=1.[N:25]1[CH:30]=[CH:29][CH:28]=[C:27]([NH2:31])[N:26]=1, predict the reaction product. The product is: [Cl:1][C:2]1[CH:3]=[CH:4][C:5]([CH2:6][NH:7][C:8]([C:10]2[CH:11]=[C:12]3[C:13]([C:14](=[O:16])[N:31]([C:27]4[N:26]=[N:25][CH:30]=[CH:29][CH:28]=4)[C:21](=[S:22])[NH:20]3)=[CH:18][CH:19]=2)=[O:9])=[CH:23][CH:24]=1. (4) Given the reactants [Br:1][C:2]1[C:3]2[C:7]([CH:8]=[CH:9][C:10]=1[CH3:11])=[N:6][N:5]1[C:12]([CH:17]3[CH2:22][CH2:21][N:20](C(OC(C)(C)C)=O)[CH2:19][CH2:18]3)=[CH:13][C:14](=[O:16])[NH:15][C:4]=21.[ClH:30], predict the reaction product. The product is: [ClH:30].[Br:1][C:2]1[C:3]2[C:7]([CH:8]=[CH:9][C:10]=1[CH3:11])=[N:6][N:5]1[C:12]([CH:17]3[CH2:18][CH2:19][NH:20][CH2:21][CH2:22]3)=[CH:13][C:14](=[O:16])[NH:15][C:4]=21. (5) Given the reactants [NH2:1][C:2]1[C:10]2[C:5](=[N:6][C:7]([C:12]3[CH:17]=[CH:16][C:15]([O:18][CH3:19])=[C:14]([O:20][CH3:21])[CH:13]=3)=[CH:8][C:9]=2[CH3:11])[S:4][C:3]=1[C:22]([NH2:24])=[O:23].Cl[C:26]([O:29]C(Cl)=O)(Cl)Cl.N, predict the reaction product. The product is: [CH3:21][O:20][C:14]1[CH:13]=[C:12]([C:7]2[CH:8]=[C:9]([CH3:11])[C:10]3[C:2]4[NH:1][C:26](=[O:29])[NH:24][C:22](=[O:23])[C:3]=4[S:4][C:5]=3[N:6]=2)[CH:17]=[CH:16][C:15]=1[O:18][CH3:19].